This data is from Full USPTO retrosynthesis dataset with 1.9M reactions from patents (1976-2016). The task is: Predict the reactants needed to synthesize the given product. (1) Given the product [Br:1][C:2]1[CH:3]=[CH:4][C:5]([CH:8]([CH:20]2[CH2:24][CH2:23][CH2:22][CH2:21]2)[CH2:9][C:10]([C:12]2[CH:17]=[CH:16][C:15](=[O:18])[NH:14][CH:13]=2)=[O:11])=[CH:6][CH:7]=1, predict the reactants needed to synthesize it. The reactants are: [Br:1][C:2]1[CH:7]=[CH:6][C:5]([CH:8]([CH:20]2[CH2:24][CH2:23][CH2:22][CH2:21]2)[CH2:9][C:10]([C:12]2[CH:13]=[N:14][C:15]([O:18]C)=[CH:16][CH:17]=2)=[O:11])=[CH:4][CH:3]=1.Cl. (2) Given the product [CH2:33]([N:40]1[CH2:45][CH2:44][CH2:43][C@@H:42]([NH:46][C:6]([C:2]2[NH:1][CH:5]=[CH:4][N:3]=2)=[O:8])[CH2:41]1)[C:34]1[CH:35]=[CH:36][CH:37]=[CH:38][CH:39]=1, predict the reactants needed to synthesize it. The reactants are: [NH:1]1[CH:5]=[CH:4][N:3]=[C:2]1[C:6]([OH:8])=O.CN(C(ON1N=NC2C=CC=NC1=2)=[N+](C)C)C.F[P-](F)(F)(F)(F)F.[CH2:33]([N:40]1[CH2:45][CH2:44][CH2:43][C@@H:42]([NH:46]C(=O)OC(C)(C)C)[CH2:41]1)[C:34]1[CH:39]=[CH:38][CH:37]=[CH:36][CH:35]=1. (3) Given the product [Br:21][CH2:17][C:15]1[CH:14]=[CH:13][C:12]2[N:11]([N:10]=[C:9]([C:3]3[C:2]([CH3:1])=[CH:7][CH:6]=[CH:5][C:4]=3[CH3:8])[N:19]=2)[CH:16]=1, predict the reactants needed to synthesize it. The reactants are: [CH3:1][C:2]1[CH:7]=[CH:6][CH:5]=[C:4]([CH3:8])[C:3]=1[C:9]1[N:19]=[C:12]2[CH:13]=[CH:14][C:15]([CH2:17]O)=[CH:16][N:11]2[N:10]=1.P(Br)(Br)[Br:21]. (4) Given the product [CH2:10]([C:9]1[NH:18][N:17]=[C:7]([C:1]2[CH:6]=[CH:5][CH:4]=[CH:3][CH:2]=2)[CH:8]=1)[CH2:11][CH:12]=[CH2:13], predict the reactants needed to synthesize it. The reactants are: [C:1]1([C:7](=O)[CH2:8][C:9](=O)[CH2:10][CH2:11][CH:12]=[CH2:13])[CH:6]=[CH:5][CH:4]=[CH:3][CH:2]=1.O.[NH2:17][NH2:18]. (5) Given the product [CH:22]1([CH2:21][N:8]([C@@H:9]2[CH2:11][C@H:10]2[C:12]2[CH:20]=[CH:19][CH:18]=[C:14]([C:15](=[O:16])[NH:36][CH:33]3[CH2:34][CH2:35][N:30]([CH2:29][C:28]([F:38])([F:27])[F:37])[CH2:31][CH2:32]3)[CH:13]=2)[C:6](=[O:7])[O:5][C:1]([CH3:3])([CH3:2])[CH3:4])[CH2:23][CH2:24]1, predict the reactants needed to synthesize it. The reactants are: [C:1]([O:5][C:6]([N:8]([CH2:21][CH:22]1[CH2:24][CH2:23]1)[C@@H:9]1[CH2:11][C@H:10]1[C:12]1[CH:13]=[C:14]([CH:18]=[CH:19][CH:20]=1)[C:15](O)=[O:16])=[O:7])([CH3:4])([CH3:3])[CH3:2].Cl.Cl.[F:27][C:28]([F:38])([F:37])[CH2:29][N:30]1[CH2:35][CH2:34][CH:33]([NH2:36])[CH2:32][CH2:31]1.C(N(CC)CC)C.F[P-](F)(F)(F)(F)F.N1(OC(N(C)C)=[N+](C)C)C2N=CC=CC=2N=N1. (6) Given the product [CH2:1]([O:8][C@@H:9]1[CH2:13][CH2:12][CH2:11][C@H:10]1[N:14]1[C:34]([CH2:33][C:28]2[CH:29]=[CH:30][CH:31]=[CH:32][N:27]=2)=[N:36][NH:37][C:22]1=[S:24])[C:2]1[CH:7]=[CH:6][CH:5]=[CH:4][CH:3]=1, predict the reactants needed to synthesize it. The reactants are: [CH2:1]([O:8][C@@H:9]1[CH2:13][CH2:12][CH2:11][C@H:10]1[NH2:14])[C:2]1[CH:7]=[CH:6][CH:5]=[CH:4][CH:3]=1.C(N(CC)CC)C.[C:22](=[S:24])=S.CI.[N:27]1[CH:32]=[CH:31][CH:30]=[CH:29][C:28]=1[CH2:33][C:34]([NH:36][NH2:37])=O.